Task: Regression. Given two drug SMILES strings and cell line genomic features, predict the synergy score measuring deviation from expected non-interaction effect.. Dataset: NCI-60 drug combinations with 297,098 pairs across 59 cell lines (1) Drug 1: C#CCC(CC1=CN=C2C(=N1)C(=NC(=N2)N)N)C3=CC=C(C=C3)C(=O)NC(CCC(=O)O)C(=O)O. Drug 2: CS(=O)(=O)OCCCCOS(=O)(=O)C. Cell line: NCIH23. Synergy scores: CSS=2.01, Synergy_ZIP=0.0568, Synergy_Bliss=2.55, Synergy_Loewe=2.11, Synergy_HSA=0.402. (2) Synergy scores: CSS=0.151, Synergy_ZIP=-0.999, Synergy_Bliss=-4.28, Synergy_Loewe=-0.0596, Synergy_HSA=-5.31. Cell line: HOP-62. Drug 1: C#CCC(CC1=CN=C2C(=N1)C(=NC(=N2)N)N)C3=CC=C(C=C3)C(=O)NC(CCC(=O)O)C(=O)O. Drug 2: C(CCl)NC(=O)N(CCCl)N=O. (3) Drug 1: CN(CC1=CN=C2C(=N1)C(=NC(=N2)N)N)C3=CC=C(C=C3)C(=O)NC(CCC(=O)O)C(=O)O. Drug 2: C(CC(=O)O)C(=O)CN.Cl. Cell line: PC-3. Synergy scores: CSS=35.6, Synergy_ZIP=0.646, Synergy_Bliss=-2.34, Synergy_Loewe=-8.53, Synergy_HSA=-1.15. (4) Drug 1: COC1=C(C=C2C(=C1)N=CN=C2NC3=CC(=C(C=C3)F)Cl)OCCCN4CCOCC4. Drug 2: CC1=C2C(C(=O)C3(C(CC4C(C3C(C(C2(C)C)(CC1OC(=O)C(C(C5=CC=CC=C5)NC(=O)OC(C)(C)C)O)O)OC(=O)C6=CC=CC=C6)(CO4)OC(=O)C)O)C)O. Cell line: SNB-75. Synergy scores: CSS=48.7, Synergy_ZIP=5.51, Synergy_Bliss=8.84, Synergy_Loewe=11.1, Synergy_HSA=11.3. (5) Drug 1: CC1=CC=C(C=C1)C2=CC(=NN2C3=CC=C(C=C3)S(=O)(=O)N)C(F)(F)F. Drug 2: CC12CCC3C(C1CCC2OP(=O)(O)O)CCC4=C3C=CC(=C4)OC(=O)N(CCCl)CCCl.[Na+]. Cell line: SK-MEL-28. Synergy scores: CSS=20.9, Synergy_ZIP=-4.56, Synergy_Bliss=0.000837, Synergy_Loewe=-3.52, Synergy_HSA=-3.72. (6) Drug 1: C1=NC2=C(N1)C(=S)N=C(N2)N. Drug 2: C(=O)(N)NO. Cell line: OVCAR-8. Synergy scores: CSS=8.21, Synergy_ZIP=-6.50, Synergy_Bliss=-6.28, Synergy_Loewe=-26.4, Synergy_HSA=-5.51. (7) Drug 1: CC1CCC2CC(C(=CC=CC=CC(CC(C(=O)C(C(C(=CC(C(=O)CC(OC(=O)C3CCCCN3C(=O)C(=O)C1(O2)O)C(C)CC4CCC(C(C4)OC)OCCO)C)C)O)OC)C)C)C)OC. Drug 2: C1C(C(OC1N2C=NC3=C2NC=NCC3O)CO)O. Cell line: SR. Synergy scores: CSS=15.6, Synergy_ZIP=-3.32, Synergy_Bliss=-5.01, Synergy_Loewe=-34.6, Synergy_HSA=-5.83.